Dataset: Forward reaction prediction with 1.9M reactions from USPTO patents (1976-2016). Task: Predict the product of the given reaction. (1) Given the reactants [CH3:1][C:2]1[O:6][C:5]([C:7]2[CH:15]=[CH:14][C:10]([C:11](O)=[O:12])=[CH:9][CH:8]=2)=[N:4][C:3]=1[CH2:16][S:17][C:18]1[CH:23]=[CH:22][C:21]([CH3:24])=[CH:20][CH:19]=1.CCN=C=NCCCN(C)C.N1(O)C2C=CC=CC=2N=N1.[N:46]1[CH:51]=[CH:50][CH:49]=[C:48]([CH2:52][NH2:53])[CH:47]=1.C(N(CC)CC)C, predict the reaction product. The product is: [CH3:1][C:2]1[O:6][C:5]([C:7]2[CH:8]=[CH:9][C:10]([C:11]([NH:53][CH2:52][C:48]3[CH:47]=[N:46][CH:51]=[CH:50][CH:49]=3)=[O:12])=[CH:14][CH:15]=2)=[N:4][C:3]=1[CH2:16][S:17][C:18]1[CH:19]=[CH:20][C:21]([CH3:24])=[CH:22][CH:23]=1. (2) Given the reactants Cl[C:2]1[N:7]=[C:6]([N:8]2[CH2:13][CH2:12][O:11][CH2:10][CH2:9]2)[N:5]=[C:4]([N:14]2[CH2:19][CH2:18][O:17][CH2:16][CH2:15]2)[N:3]=1.[OH:20][C:21]1[CH:22]=[C:23](B2OC(C)(C)C(C)(C)O2)[CH:24]=[CH:25][CH:26]=1, predict the reaction product. The product is: [O:17]1[CH2:18][CH2:19][N:14]([C:4]2[N:5]=[C:6]([N:8]3[CH2:13][CH2:12][O:11][CH2:10][CH2:9]3)[N:7]=[C:2]([C:25]3[CH:26]=[C:21]([OH:20])[CH:22]=[CH:23][CH:24]=3)[N:3]=2)[CH2:15][CH2:16]1. (3) Given the reactants [F:1][C:2]1[CH:3]=[C:4]([C:9]2[C:10]([OH:27])=[C:11]([C:24]([OH:26])=O)[C:12]3[N:13]=[CH:14][C:15]([C:19]4[S:20][CH:21]=[CH:22][CH:23]=4)=[N:16][C:17]=3[CH:18]=2)[CH:5]=[CH:6][C:7]=1[F:8].Cl.C([NH:31][CH2:32][C:33]([OH:35])=[O:34])C.[CH2:36](N(CC)CC)[CH3:37].C1CN([P+](ON2N=NC3C=CC=CC2=3)(N2CCCC2)N2CCCC2)CC1.F[P-](F)(F)(F)(F)F, predict the reaction product. The product is: [F:1][C:2]1[CH:3]=[C:4]([C:9]2[CH:18]=[C:17]3[C:12]([N:13]=[CH:14][C:15]([C:19]4[S:20][CH:21]=[CH:22][CH:23]=4)=[N:16]3)=[C:11]([C:24]([NH:31][CH2:32][C:33]([O:35][CH2:36][CH3:37])=[O:34])=[O:26])[C:10]=2[OH:27])[CH:5]=[CH:6][C:7]=1[F:8].